This data is from Reaction yield outcomes from USPTO patents with 853,638 reactions. The task is: Predict the reaction yield, written as a fraction of the theoretical maximum amount of product (1.0 means a 100% yield; for example, 0.34 means a 34% yield). (1) The reactants are C(OC([N:8](C(OC(C)(C)C)=O)[C:9]1[CH:10]=[C:11]([F:18])[C:12]([C:15]([OH:17])=O)=[N:13][CH:14]=1)=O)(C)(C)C.[CH2:26]([N:28](CC)CC)C.CN(C(ON1N=NC2C=CC=NC1=2)=[N+](C)C)C.F[P-](F)(F)(F)(F)F.CN.Cl. The catalyst is CN(C=O)C. The product is [NH2:8][C:9]1[CH:10]=[C:11]([F:18])[C:12]([C:15]([NH:28][CH3:26])=[O:17])=[N:13][CH:14]=1. The yield is 0.800. (2) The reactants are [C:1]([CH:4]1[CH2:8][CH2:7][O:6][C:5]1=[O:9])(=O)[CH3:2].[NH2:10][C:11]([NH2:13])=[O:12]. The catalyst is C(O)C.O.Cl. The product is [O:9]=[C:5]1[O:6][CH2:7][CH2:8]/[C:4]/1=[C:1](/[NH:10][C:11]([NH2:13])=[O:12])\[CH3:2]. The yield is 0.640. (3) The reactants are [Cl:1][C:2]1[CH:10]=[C:9]2[C:5]([CH:6]=[C:7]([CH2:11][OH:12])[NH:8]2)=[CH:4][CH:3]=1. The catalyst is C1COCC1.[O-2].[Mn+4].[O-2]. The product is [Cl:1][C:2]1[CH:10]=[C:9]2[C:5]([CH:6]=[C:7]([CH:11]=[O:12])[NH:8]2)=[CH:4][CH:3]=1. The yield is 0.620. (4) The reactants are [Cl:1][C:2]1[CH:3]=[C:4]2[C:8](=[C:9]([NH:11][CH:12]3[CH2:16][CH2:15][CH2:14][CH2:13]3)[CH:10]=1)[NH:7][C:6]([C:17]1[S:18][CH2:19][C@@H:20]([CH2:22][C:23]([OH:25])=O)[N:21]=1)=[CH:5]2.[NH:26]1[CH2:30][CH2:29][CH:28]([OH:31])[CH2:27]1. No catalyst specified. The product is [Cl:1][C:2]1[CH:3]=[C:4]2[C:8](=[C:9]([NH:11][CH:12]3[CH2:16][CH2:15][CH2:14][CH2:13]3)[CH:10]=1)[NH:7][C:6]([C:17]1[S:18][CH2:19][C@@H:20]([CH2:22][C:23]([N:26]3[CH2:30][CH2:29][CH:28]([OH:31])[CH2:27]3)=[O:25])[N:21]=1)=[CH:5]2. The yield is 0.400. (5) The reactants are Br[CH2:2][C:3]1[C:15]([O:16]COC)=[CH:14][C:13]([C:20]([F:23])([F:22])[F:21])=[C:12]([O:24]COC)[C:4]=1[C:5]([O:7][C:8]([CH3:11])([CH3:10])[CH3:9])=[O:6].[OH:28][C:29]1[CH:34]=[CH:33][C:32]([C:35]2[CH:40]=[CH:39][C:38]([CH2:41][C:42]([O:44]C)=[O:43])=[CH:37][CH:36]=2)=[CH:31][CH:30]=1. No catalyst specified. The product is [C:8]([O:7][C:5]([C:4]1[C:12]([OH:24])=[C:13]([C:20]([F:22])([F:23])[F:21])[CH:14]=[C:15]([OH:16])[C:3]=1[CH2:2][O:28][C:29]1[CH:30]=[CH:31][C:32]([C:35]2[CH:36]=[CH:37][C:38]([CH2:41][C:42]([OH:44])=[O:43])=[CH:39][CH:40]=2)=[CH:33][CH:34]=1)=[O:6])([CH3:11])([CH3:9])[CH3:10]. The yield is 0.170. (6) The reactants are [CH3:1][S:2][C:3]1[CH:8]=[CH:7][C:6]([C:9]2[CH:14]=[CH:13][NH:12][C:11](=[O:15])[CH:10]=2)=[CH:5][CH:4]=1.Br[C:17]1[CH:25]=[C:24]2[C:20]([C:21]3[CH2:30][CH2:29][N:28]([C:31]([O:33][C:34]([CH3:37])([CH3:36])[CH3:35])=[O:32])[CH2:27][C:22]=3[N:23]2[CH3:26])=[CH:19][CH:18]=1.OC1C=CC=C2C=1N=CC=C2.C([O-])([O-])=O.[Cs+].[Cs+]. The catalyst is CS(C)=O.[Cu]I. The product is [CH3:26][N:23]1[C:24]2[C:20](=[CH:19][CH:18]=[C:17]([N:12]3[CH:13]=[CH:14][C:9]([C:6]4[CH:7]=[CH:8][C:3]([S:2][CH3:1])=[CH:4][CH:5]=4)=[CH:10][C:11]3=[O:15])[CH:25]=2)[C:21]2[CH2:30][CH2:29][N:28]([C:31]([O:33][C:34]([CH3:37])([CH3:36])[CH3:35])=[O:32])[CH2:27][C:22]1=2. The yield is 0.380.